This data is from Retrosynthesis with 50K atom-mapped reactions and 10 reaction types from USPTO. The task is: Predict the reactants needed to synthesize the given product. (1) The reactants are: Cc1ccc(S(=O)(=O)OC[C@H]2COc3cc(Cl)cc(OS(=O)(=O)C(F)(F)F)c3O2)cc1.OB(O)c1cc(Cl)ccc1Cl. Given the product Cc1ccc(S(=O)(=O)OC[C@H]2COc3cc(Cl)cc(-c4cc(Cl)ccc4Cl)c3O2)cc1, predict the reactants needed to synthesize it. (2) Given the product COC(=O)c1cc(C#CC(O)c2ccc3c(c2)C(C)(C)CCC3(C)C)cn1C(=O)OC(C)(C)C, predict the reactants needed to synthesize it. The reactants are: C#CC(O)c1ccc2c(c1)C(C)(C)CCC2(C)C.COC(=O)c1cc(I)cn1C(=O)OC(C)(C)C. (3) Given the product CC(C)(C)OC(=O)Nc1nc2c(-c3cccc([N+](=O)[O-])c3)cc(Cn3ccnc3)cc2s1, predict the reactants needed to synthesize it. The reactants are: CC(C)(C)OC(=O)Nc1nc2c(-c3cccc([N+](=O)[O-])c3)cc(CBr)cc2s1.c1c[nH]cn1. (4) Given the product CC(C)(C)c1cc2c(c(C(C)(C)C)c1O)CCO2, predict the reactants needed to synthesize it. The reactants are: CC(C)(C)c1cc2occc2c(C(C)(C)C)c1O. (5) The reactants are: COc1ccc(C(=O)O)cc1N.FC(F)(F)c1cc(Cl)nc(-c2cnccn2)n1. Given the product COc1ccc(C(=O)O)cc1Nc1cc(C(F)(F)F)nc(-c2cnccn2)n1, predict the reactants needed to synthesize it. (6) Given the product CCOC(=O)C(C#N)=C(C)C, predict the reactants needed to synthesize it. The reactants are: C1CCNCC1.CCOC(=O)CC#N.